From a dataset of Catalyst prediction with 721,799 reactions and 888 catalyst types from USPTO. Predict which catalyst facilitates the given reaction. (1) Reactant: [C:1]([CH:5]1[CH:18]=[CH:17][C:16]2[C:7](=[C:8]3[C:13](=[CH:14][N:15]=2)[CH:12]=[CH:11][C:10]([C:19]([CH3:22])([CH3:21])[CH3:20])=[CH:9]3)[C:6]1=O)([CH3:4])([CH3:3])[CH3:2].P(Cl)(Cl)(Cl)(Cl)[Cl:25].P(Cl)(Cl)(Cl)=O. Product: [C:1]([C:5]1[CH:18]=[CH:17][C:16]2[C:7](=[C:8]3[C:13](=[C:14]([Cl:25])[N:15]=2)[CH:12]=[CH:11][C:10]([C:19]([CH3:22])([CH3:21])[CH3:20])=[CH:9]3)[CH:6]=1)([CH3:4])([CH3:3])[CH3:2]. The catalyst class is: 11. (2) Reactant: CS(C)=O.C(Cl)(=O)C(Cl)=O.[OH:11][CH2:12][CH2:13][CH:14]1[CH2:19][CH2:18][N:17]([C:20]([O:22][C:23]([CH3:26])([CH3:25])[CH3:24])=[O:21])[CH2:16][CH2:15]1.C(N(CC)CC)C. Product: [O:11]=[CH:12][CH2:13][CH:14]1[CH2:15][CH2:16][N:17]([C:20]([O:22][C:23]([CH3:26])([CH3:25])[CH3:24])=[O:21])[CH2:18][CH2:19]1. The catalyst class is: 2. (3) Reactant: C([N:8]1[C@@H:12]([CH2:13][CH2:14][CH3:15])[CH2:11][CH2:10][C@@H:9]1[CH2:16][CH2:17][CH3:18])C1C=CC=CC=1.C([O-])=O.[NH4+].O.[OH-].[Na+]. Product: [CH2:16]([C@H:9]1[CH2:10][CH2:11][C@H:12]([CH2:13][CH2:14][CH3:15])[NH:8]1)[CH2:17][CH3:18]. The catalyst class is: 105. (4) Reactant: [Br:1][C:2]1[CH:7]=[CH:6][C:5]([C:8](=O)[CH2:9][CH2:10][CH2:11][CH3:12])=[CH:4][CH:3]=1.[C:14](=O)([O-])O.[Na+]. Product: [Br:1][C:2]1[CH:7]=[CH:6][C:5]([C:8]([CH2:9][CH2:10][CH2:11][CH3:12])=[CH2:14])=[CH:4][CH:3]=1. The catalyst class is: 629. (5) Reactant: [F:1][C:2]1[C:7]([CH:8]([CH3:10])[CH3:9])=[CH:6][C:5]([C:11]2[CH:19]=[C:18]3[C:14]([C:15]([CH3:20])=[CH:16][CH2:17]3)=[CH:13][C:12]=2[C:21]([O:23][CH3:24])=[O:22])=[C:4]([O:25][CH3:26])[CH:3]=1. Product: [F:1][C:2]1[C:7]([CH:8]([CH3:9])[CH3:10])=[CH:6][C:5]([C:11]2[CH:19]=[C:18]3[C:14]([CH:15]([CH3:20])[CH2:16][CH2:17]3)=[CH:13][C:12]=2[C:21]([O:23][CH3:24])=[O:22])=[C:4]([O:25][CH3:26])[CH:3]=1. The catalyst class is: 50.